Dataset: Forward reaction prediction with 1.9M reactions from USPTO patents (1976-2016). Task: Predict the product of the given reaction. (1) Given the reactants [Cl:1][C:2]1[CH:3]=[C:4]([C:9]2[CH:10]=[C:11]3[C:16](=[CH:17][CH:18]=2)[C:15](=[O:19])[CH2:14][CH2:13][CH2:12]3)[CH:5]=[CH:6][C:7]=1[F:8].[BH4-].[Na+], predict the reaction product. The product is: [Cl:1][C:2]1[CH:3]=[C:4]([C:9]2[CH:10]=[C:11]3[C:16](=[CH:17][CH:18]=2)[CH:15]([OH:19])[CH2:14][CH2:13][CH2:12]3)[CH:5]=[CH:6][C:7]=1[F:8]. (2) Given the reactants [CH3:1][C:2]1([C:7]2[N:12]=[C:11]([C:13](=[CH2:27])[CH2:14][CH2:15][O:16]/[N:17]=[C:18](/[C:20]3[CH:25]=[CH:24][CH:23]=[C:22]([CH3:26])[N:21]=3)\[CH3:19])[CH:10]=[CH:9][CH:8]=2)OCC[O:3]1.Cl, predict the reaction product. The product is: [CH2:27]=[C:13]([C:11]1[N:12]=[C:7]([C:2](=[O:3])[CH3:1])[CH:8]=[CH:9][CH:10]=1)[CH2:14][CH2:15][O:16]/[N:17]=[C:18](/[C:20]1[CH:25]=[CH:24][CH:23]=[C:22]([CH3:26])[N:21]=1)\[CH3:19]. (3) Given the reactants [CH2:1]([O:8][CH:9]([C:11]1[O:15][N:14]=[C:13]([C:16]([OH:18])=O)[CH:12]=1)[CH3:10])[C:2]1[CH:7]=[CH:6][CH:5]=[CH:4][CH:3]=1.Cl.[O:20]1[CH2:24][CH2:23][CH:22]([CH2:25][NH2:26])[CH2:21]1.C(N(CC)CC)C.ON1C2C=CC=CC=2N=N1.Cl.C(N=C=NCCCN(C)C)C, predict the reaction product. The product is: [O:20]1[CH2:24][CH2:23][CH:22]([CH2:25][NH:26][C:16]([C:13]2[CH:12]=[C:11]([CH:9]([O:8][CH2:1][C:2]3[CH:3]=[CH:4][CH:5]=[CH:6][CH:7]=3)[CH3:10])[O:15][N:14]=2)=[O:18])[CH2:21]1. (4) Given the reactants [CH2:1]([O:3][CH2:4][CH2:5][CH2:6][NH:7][C:8](=[O:23])[CH:9]([NH:14][C:15]1[CH:20]=[C:19]([Cl:21])[N:18]=[C:17](Cl)[N:16]=1)[CH2:10][CH:11]([CH3:13])[CH3:12])[CH3:2].[F:24][C:25]([F:39])([F:38])[O:26][C:27]1[CH:28]=[C:29]([C:33]2[N:34]=[CH:35][NH:36][CH:37]=2)[CH:30]=[CH:31][CH:32]=1.C([O-])([O-])=O.[K+].[K+].[F-].[K+], predict the reaction product. The product is: [CH2:1]([O:3][CH2:4][CH2:5][CH2:6][NH:7][C:8](=[O:23])[CH:9]([NH:14][C:15]1[CH:20]=[C:19]([Cl:21])[N:18]=[C:17]([N:36]2[CH:37]=[C:33]([C:29]3[CH:30]=[CH:31][CH:32]=[C:27]([O:26][C:25]([F:24])([F:38])[F:39])[CH:28]=3)[N:34]=[CH:35]2)[N:16]=1)[CH2:10][CH:11]([CH3:13])[CH3:12])[CH3:2]. (5) Given the reactants [F:1][C:2]1[CH:3]=[C:4]([N:9]2[CH2:13][C@H:12]([CH2:14][N:15]3[CH:19]=[CH:18][N:17]=[N:16]3)[O:11][C:10]2=[O:20])[CH:5]=[CH:6][C:7]=1I.C[Sn](C)(C)[C:23]1[S:27][C:26]([C:28]2[CH2:32][CH:31]([CH2:33][OH:34])[O:30][N:29]=2)=[CH:25][CH:24]=1.O1C=CC=C1P(C1OC=CC=1)C1OC=CC=1, predict the reaction product. The product is: [F:1][C:2]1[CH:3]=[C:4]([N:9]2[CH2:13][C@H:12]([CH2:14][N:15]3[CH:19]=[CH:18][N:17]=[N:16]3)[O:11][C:10]2=[O:20])[CH:5]=[CH:6][C:7]=1[C:23]1[S:27][C:26]([C:28]2[CH2:32][CH:31]([CH2:33][OH:34])[O:30][N:29]=2)=[CH:25][CH:24]=1. (6) Given the reactants CC(N=NC(C#N)(C)C)(C#N)C.C1C(=O)N(Br)C(=[O:16])C1.[F:21][C:22]1[CH:27]=[CH:26][C:25]([C:28]2[O:54][C:31]3=[N:32][CH:33]=[C:34]([C:36]4[CH:37]=[C:38]([CH:51]=[CH:52][CH:53]=4)[C:39]([NH:41][C:42]([C:45]4[CH:50]=[CH:49][CH:48]=[CH:47][CH:46]=4)([CH3:44])[CH3:43])=[O:40])[CH:35]=[C:30]3[C:29]=2[CH3:55])=[CH:24][CH:23]=1.C[N+]1([O-])CCOCC1, predict the reaction product. The product is: [F:21][C:22]1[CH:23]=[CH:24][C:25]([C:28]2[O:54][C:31]3=[N:32][CH:33]=[C:34]([C:36]4[CH:37]=[C:38]([CH:51]=[CH:52][CH:53]=4)[C:39]([NH:41][C:42]([C:45]4[CH:46]=[CH:47][CH:48]=[CH:49][CH:50]=4)([CH3:44])[CH3:43])=[O:40])[CH:35]=[C:30]3[C:29]=2[CH:55]=[O:16])=[CH:26][CH:27]=1. (7) The product is: [CH3:1][O:2][C:3]1[C:4]([N+:17]([O-:19])=[O:18])=[CH:5][C:6]([C:12]([CH3:16])([CH3:15])[CH2:13][O:14][C:20](=[O:22])[CH3:21])=[CH:7][C:8]=1[N+:9]([O-:11])=[O:10]. Given the reactants [CH3:1][O:2][C:3]1[C:8]([N+:9]([O-:11])=[O:10])=[CH:7][C:6]([C:12]([CH3:16])([CH3:15])[CH2:13][OH:14])=[CH:5][C:4]=1[N+:17]([O-:19])=[O:18].[C:20](OC(=O)C)(=[O:22])[CH3:21], predict the reaction product. (8) Given the reactants [N+:1]([C:4]1[CH:5]=[C:6]([CH2:10][CH:11]([NH:17][C:18](=[O:27])[CH2:19][CH2:20][C:21]2[CH:26]=[CH:25][CH:24]=[CH:23][CH:22]=2)[C:12]([O:14][CH2:15][CH3:16])=[O:13])[CH:7]=[CH:8][CH:9]=1)([O-])=O.[Sn](Cl)Cl, predict the reaction product. The product is: [NH2:1][C:4]1[CH:5]=[C:6]([CH2:10][CH:11]([NH:17][C:18](=[O:27])[CH2:19][CH2:20][C:21]2[CH:26]=[CH:25][CH:24]=[CH:23][CH:22]=2)[C:12]([O:14][CH2:15][CH3:16])=[O:13])[CH:7]=[CH:8][CH:9]=1. (9) Given the reactants [CH3:1][C@@H:2]1[CH2:7][O:6][CH2:5][CH2:4][NH:3]1.Br[C:9]1[CH:10]=[C:11]2[C:16](=[CH:17][CH:18]=1)[C:15](Cl)=[N:14][N:13]=[CH:12]2.[CH:20]1([NH:23][C:24](=[O:41])[C:25]2[CH:30]=[CH:29][C:28]([CH3:31])=[C:27](B3OC(C)(C)C(C)(C)O3)[CH:26]=2)[CH2:22][CH2:21]1.C(=O)([O-])[O-].[K+].[K+].O, predict the reaction product. The product is: [CH:20]1([NH:23][C:24](=[O:41])[C:25]2[CH:30]=[CH:29][C:28]([CH3:31])=[C:27]([C:9]3[CH:10]=[C:11]4[C:16](=[CH:17][CH:18]=3)[C:15]([N:3]3[CH2:4][CH2:5][O:6][CH2:7][C@H:2]3[CH3:1])=[N:14][N:13]=[CH:12]4)[CH:26]=2)[CH2:21][CH2:22]1.